From a dataset of Full USPTO retrosynthesis dataset with 1.9M reactions from patents (1976-2016). Predict the reactants needed to synthesize the given product. (1) The reactants are: [O:1]1[C:6]2[CH:7]=[CH:8][C:9]([CH2:11][CH2:12][N:13]3[CH2:18][CH2:17][N:16](C(OC(C)(C)C)=O)[CH2:15][CH:14]3[C:26]([O:28][CH2:29][CH3:30])=[O:27])=[CH:10][C:5]=2[O:4][CH2:3][CH2:2]1.Cl.C(O)C.O. Given the product [O:1]1[C:6]2[CH:7]=[CH:8][C:9]([CH2:11][CH2:12][N:13]3[CH2:18][CH2:17][NH:16][CH2:15][CH:14]3[C:26]([O:28][CH2:29][CH3:30])=[O:27])=[CH:10][C:5]=2[O:4][CH2:3][CH2:2]1, predict the reactants needed to synthesize it. (2) Given the product [CH2:44]([N:51]1[CH2:56][CH2:55][CH:54]([NH:57][C:58]2[C:63]([C:37]3[CH:38]=[CH:39][C:34]([C:32]([N:31]([CH3:43])[CH3:30])=[O:33])=[CH:35][CH:36]=3)=[CH:62][N:61]=[C:60]([NH:69][CH2:70][C:71]3[CH:76]=[CH:75][CH:74]=[CH:73][N:72]=3)[N:59]=2)[CH2:53][CH2:52]1)[C:45]1[CH:50]=[CH:49][CH:48]=[CH:47][CH:46]=1, predict the reactants needed to synthesize it. The reactants are: BrC1C(NC2CCN(CC3C=CC=CC=3)CC2)=NC(NCC2C=CN=CC=2)=NC=1.[CH3:30][N:31]([CH3:43])[C:32]([C:34]1[CH:39]=[CH:38][C:37](B(O)O)=[CH:36][CH:35]=1)=[O:33].[CH2:44]([N:51]1[CH2:56][CH2:55][CH:54]([NH:57][C:58]2[C:63](C3C=CSC=3)=[CH:62][N:61]=[C:60]([NH:69][CH2:70][C:71]3[CH:76]=[CH:75][CH:74]=[CH:73][N:72]=3)[N:59]=2)[CH2:53][CH2:52]1)[C:45]1[CH:50]=[CH:49][CH:48]=[CH:47][CH:46]=1. (3) Given the product [CH2:34]([O:33][C:31](=[O:32])[C:30]1[CH:29]=[CH:28][C:27]([NH:26][C:21]([C:17]2[CH:18]=[C:19]([CH3:20])[C:14]3[O:13][CH2:12][N:11]([S:8]([C:6]4[CH:7]=[C:2]([Cl:1])[CH:3]=[CH:4][C:5]=4[O:24][CH3:25])(=[O:10])=[O:9])[C:15]=3[CH:16]=2)=[O:22])=[CH:37][CH:36]=1)[CH3:35], predict the reactants needed to synthesize it. The reactants are: [Cl:1][C:2]1[CH:3]=[CH:4][C:5]([O:24][CH3:25])=[C:6]([S:8]([N:11]2[C:15]3[CH:16]=[C:17]([C:21](O)=[O:22])[CH:18]=[C:19]([CH3:20])[C:14]=3[O:13][CH2:12]2)(=[O:10])=[O:9])[CH:7]=1.[NH2:26][C:27]1[CH:37]=[CH:36][C:30]([C:31]([O:33][CH2:34][CH3:35])=[O:32])=[CH:29][CH:28]=1. (4) Given the product [Cl:32][C:18]1[CH:17]=[C:16]([NH:15][C:13]2[C:14]3[N:6]([CH2:5][CH2:4][NH:3][C:35](=[O:36])[C:34]([CH3:38])([S:39]([CH3:42])(=[O:41])=[O:40])[CH3:33])[CH:7]=[CH:8][C:9]=3[N:10]=[CH:11][N:12]=2)[CH:21]=[CH:20][C:19]=1[O:22][C:23]1[CH:24]=[CH:25][C:26]2[N:27]([N:29]=[CH:30][CH:31]=2)[CH:28]=1, predict the reactants needed to synthesize it. The reactants are: Cl.Cl.[NH2:3][CH2:4][CH2:5][N:6]1[C:14]2[C:13]([NH:15][C:16]3[CH:21]=[CH:20][C:19]([O:22][C:23]4[CH:24]=[CH:25][C:26]5[N:27]([N:29]=[CH:30][CH:31]=5)[CH:28]=4)=[C:18]([Cl:32])[CH:17]=3)=[N:12][CH:11]=[N:10][C:9]=2[CH:8]=[CH:7]1.[CH3:33][C:34]([S:39]([CH3:42])(=[O:41])=[O:40])([CH3:38])[C:35](O)=[O:36].ON1C2C=CC=CC=2N=N1.Cl.C(N=C=NCCCN(C)C)C.C(=O)([O-])O.[Na+].